This data is from Full USPTO retrosynthesis dataset with 1.9M reactions from patents (1976-2016). The task is: Predict the reactants needed to synthesize the given product. Given the product [F:16][C:17]([F:36])([F:35])[S:18]([O:14][C:11]1[CH2:10][CH2:9][C:8]([C:3]2[C:2]([Cl:1])=[CH:7][CH:6]=[CH:5][N:4]=2)([CH3:15])[CH2:13][CH:12]=1)(=[O:20])=[O:19], predict the reactants needed to synthesize it. The reactants are: [Cl:1][C:2]1[C:3]([C:8]2([CH3:15])[CH2:13][CH2:12][C:11](=[O:14])[CH2:10][CH2:9]2)=[N:4][CH:5]=[CH:6][CH:7]=1.[F:16][C:17]([F:36])([F:35])[S:18](N(C1C=CC=CC=1)[S:18]([C:17]([F:36])([F:35])[F:16])(=[O:20])=[O:19])(=[O:20])=[O:19].C[Si]([N-][Si](C)(C)C)(C)C.[Li+].